Dataset: NCI-60 drug combinations with 297,098 pairs across 59 cell lines. Task: Regression. Given two drug SMILES strings and cell line genomic features, predict the synergy score measuring deviation from expected non-interaction effect. (1) Drug 1: C1=NNC2=C1C(=O)NC=N2. Drug 2: CN(C(=O)NC(C=O)C(C(C(CO)O)O)O)N=O. Cell line: UACC-257. Synergy scores: CSS=0.823, Synergy_ZIP=2.22, Synergy_Bliss=3.84, Synergy_Loewe=-0.955, Synergy_HSA=-1.12. (2) Drug 2: C1CC(=O)NC(=O)C1N2C(=O)C3=CC=CC=C3C2=O. Cell line: SK-MEL-5. Synergy scores: CSS=6.00, Synergy_ZIP=0.393, Synergy_Bliss=5.33, Synergy_Loewe=2.15, Synergy_HSA=2.51. Drug 1: C1=CC=C(C(=C1)C(C2=CC=C(C=C2)Cl)C(Cl)Cl)Cl. (3) Synergy scores: CSS=-8.56, Synergy_ZIP=-0.357, Synergy_Bliss=-7.03, Synergy_Loewe=-10.1, Synergy_HSA=-10.2. Drug 1: CC1=C(C=C(C=C1)NC2=NC=CC(=N2)N(C)C3=CC4=NN(C(=C4C=C3)C)C)S(=O)(=O)N.Cl. Drug 2: CC(C)NC(=O)C1=CC=C(C=C1)CNNC.Cl. Cell line: HCT116. (4) Drug 1: CS(=O)(=O)CCNCC1=CC=C(O1)C2=CC3=C(C=C2)N=CN=C3NC4=CC(=C(C=C4)OCC5=CC(=CC=C5)F)Cl. Drug 2: CC12CCC3C(C1CCC2OP(=O)(O)O)CCC4=C3C=CC(=C4)OC(=O)N(CCCl)CCCl.[Na+]. Cell line: A498. Synergy scores: CSS=3.53, Synergy_ZIP=3.58, Synergy_Bliss=0.528, Synergy_Loewe=-7.62, Synergy_HSA=-0.541.